This data is from Full USPTO retrosynthesis dataset with 1.9M reactions from patents (1976-2016). The task is: Predict the reactants needed to synthesize the given product. Given the product [C:33]([C:35]1[CH:36]=[C:37]([CH:41]=[CH:42][CH:43]=1)[C:38]([NH:1][C:2]1[C:3]([CH3:25])=[C:4]2[C:10]([CH:11]3[CH2:12][CH2:13][N:14]([C:17]([O:19][C:20]([CH3:21])([CH3:22])[CH3:23])=[O:18])[CH2:15][CH2:16]3)=[CH:9][N:8]([CH3:24])[C:5]2=[N:6][CH:7]=1)=[O:39])#[N:34], predict the reactants needed to synthesize it. The reactants are: [NH2:1][C:2]1[C:3]([CH3:25])=[C:4]2[C:10]([CH:11]3[CH2:16][CH2:15][N:14]([C:17]([O:19][C:20]([CH3:23])([CH3:22])[CH3:21])=[O:18])[CH2:13][CH2:12]3)=[CH:9][N:8]([CH3:24])[C:5]2=[N:6][CH:7]=1.C(N(CC)CC)C.[C:33]([C:35]1[CH:36]=[C:37]([CH:41]=[CH:42][CH:43]=1)[C:38](Cl)=[O:39])#[N:34].